Dataset: Reaction yield outcomes from USPTO patents with 853,638 reactions. Task: Predict the reaction yield, written as a fraction of the theoretical maximum amount of product (1.0 means a 100% yield; for example, 0.34 means a 34% yield). (1) The reactants are [Cl:1][C:2]1[CH:3]=[CH:4][C:5]([O:25][CH3:26])=[C:6]([NH:8][C:9](=[O:24])[CH2:10][N:11]2[C:15]3[CH2:16][NH:17][CH2:18][CH2:19][C:14]=3[C:13]([C:20]([F:23])([F:22])[F:21])=[N:12]2)[CH:7]=1.C(N(CC)CC)C.[C:34](Cl)(=[O:36])[CH3:35]. The catalyst is ClCCl. The product is [C:34]([N:17]1[CH2:18][CH2:19][C:14]2[C:13]([C:20]([F:23])([F:22])[F:21])=[N:12][N:11]([CH2:10][C:9]([NH:8][C:6]3[CH:7]=[C:2]([Cl:1])[CH:3]=[CH:4][C:5]=3[O:25][CH3:26])=[O:24])[C:15]=2[CH2:16]1)(=[O:36])[CH3:35]. The yield is 0.470. (2) The product is [C:12]([CH2:11][C:10]1[CH:9]=[C:8]([O:7][CH2:6][CH2:5][O:4][CH3:3])[C:16]([O:17][CH2:18][CH2:19][O:20][CH3:21])=[CH:15][C:14]=1[C:13]([OH:22])=[O:32])#[N:23]. The catalyst is O. The reactants are [OH-].[Na+].[CH3:3][O:4][CH2:5][CH2:6][O:7][C:8]1[CH:9]=[C:10]2[C:14](=[CH:15][C:16]=1[O:17][CH2:18][CH2:19][O:20][CH3:21])[C:13](=[O:22])[C:12](=[N:23]O)[CH2:11]2.C1(C)C=CC(S(Cl)(=O)=[O:32])=CC=1. The yield is 0.700. (3) The reactants are [CH3:13][C:12]([O:11][C:9](O[C:9]([O:11][C:12]([CH3:15])([CH3:14])[CH3:13])=[O:10])=[O:10])([CH3:15])[CH3:14].[NH2:16][CH2:17][C@H:18]1[CH2:23][CH2:22][C@H:21]([C:24]([OH:26])=[O:25])[CH2:20][CH2:19]1.C(=O)(O)[O-].[Na+].Cl. The catalyst is O. The product is [C:12]([O:11][C:9]([NH:16][CH2:17][C@H:18]1[CH2:19][CH2:20][C@H:21]([C:24]([OH:26])=[O:25])[CH2:22][CH2:23]1)=[O:10])([CH3:13])([CH3:14])[CH3:15]. The yield is 0.970. (4) The reactants are [C:1]([O:5][C:6]([N:8]1[CH2:13][CH2:12][CH:11]([N:14]2[CH2:27][C:19]3[C:20]4[CH:21]=[N:22][NH:23][C:24]=4[CH:25]=[CH:26][C:18]=3[CH2:17][C@@H:16]([NH:28]C(OCC3C=CC=CC=3)=O)[C:15]2=[O:39])[CH2:10][CH2:9]1)=[O:7])([CH3:4])([CH3:3])[CH3:2].[C:40]([OH:43])(=[O:42])[CH3:41].[H][H]. The catalyst is [Pd].CO. The product is [C:40]([OH:43])(=[O:42])[CH3:41].[C:1]([O:5][C:6]([N:8]1[CH2:9][CH2:10][CH:11]([N:14]2[CH2:27][C:19]3[C:20]4[CH:21]=[N:22][NH:23][C:24]=4[CH:25]=[CH:26][C:18]=3[CH2:17][C@@H:16]([NH2:28])[C:15]2=[O:39])[CH2:12][CH2:13]1)=[O:7])([CH3:4])([CH3:2])[CH3:3]. The yield is 1.00. (5) The reactants are [C:1]1([CH:7]([C:20]2[CH:25]=[CH:24][C:23]([C:26]([F:29])([F:28])[F:27])=[CH:22][CH:21]=2)[CH:8]2[CH2:13][CH2:12][N:11]([CH2:14][C:15]([O:17]CC)=[O:16])[CH2:10][CH2:9]2)[CH:6]=[CH:5][CH:4]=[CH:3][CH:2]=1.O[Li].O. The catalyst is C1COCC1.CO. The product is [C:1]1([CH:7]([C:20]2[CH:25]=[CH:24][C:23]([C:26]([F:29])([F:27])[F:28])=[CH:22][CH:21]=2)[CH:8]2[CH2:9][CH2:10][N:11]([CH2:14][C:15]([OH:17])=[O:16])[CH2:12][CH2:13]2)[CH:6]=[CH:5][CH:4]=[CH:3][CH:2]=1. The yield is 0.360. (6) The reactants are [C:1]([O:4][C@H:5]1[C@H:9]([O:10][C:11](=[O:13])[CH3:12])[C@@H:8]([CH2:14][O:15][Si:16]([CH:23]([CH3:25])[CH3:24])([CH:20]([CH3:22])[CH3:21])[CH:17]([CH3:19])[CH3:18])[O:7][C@H:6]1[N:26]1[CH:34]=[N:33][C:32]2[C:27]1=[N:28][CH:29]=[N:30][C:31]=2N)(=[O:3])[CH3:2].C[Si]([Br:40])(C)C.C(ON=O)(C)(C)C.C(=O)(O)[O-].[Na+]. The catalyst is BrCBr.ClCCl. The product is [C:1]([O:4][C@H:5]1[C@H:9]([O:10][C:11](=[O:13])[CH3:12])[C@@H:8]([CH2:14][O:15][Si:16]([CH:23]([CH3:25])[CH3:24])([CH:20]([CH3:22])[CH3:21])[CH:17]([CH3:19])[CH3:18])[O:7][C@H:6]1[N:26]1[CH:34]=[N:33][C:32]2[C:27]1=[N:28][CH:29]=[N:30][C:31]=2[Br:40])(=[O:3])[CH3:2]. The yield is 0.520.